This data is from Reaction yield outcomes from USPTO patents with 853,638 reactions. The task is: Predict the reaction yield, written as a fraction of the theoretical maximum amount of product (1.0 means a 100% yield; for example, 0.34 means a 34% yield). (1) The reactants are [Na:1].CC1(C)COC(CO[C:11]2[CH:16]=[CH:15][N:14]=[C:13]([CH2:17][S:18]([C:20]3[NH:24][C:23]4[CH:25]=[CH:26][CH:27]=[CH:28][C:22]=4[N:21]=3)=[O:19])[C:12]=2[CH3:29])OC1.ClC1C=C[N+]([O-])=C(C)C=1C.[F:41][C:42]1([F:50])[CH2:47][O:46][CH:45]([CH2:48][OH:49])[O:44][CH2:43]1. No catalyst specified. The product is [Na:1].[F:41][C:42]1([F:50])[CH2:47][O:46][CH:45]([CH2:48][O:49][C:11]2[CH:16]=[CH:15][N:14]=[C:13]([CH2:17][S:18]([C:20]3[NH:24][C:23]4[CH:25]=[CH:26][CH:27]=[CH:28][C:22]=4[N:21]=3)=[O:19])[C:12]=2[CH3:29])[O:44][CH2:43]1. The yield is 0.227. (2) The reactants are [NH2:1][C:2]1[CH:3]=[C:4]([CH:21]=[CH:22][C:23]=1[F:24])[O:5][C:6]1[CH:7]=[CH:8][C:9]2[N:10]([CH:12]=[C:13]([NH:15][C:16]([CH:18]3[CH2:20][CH2:19]3)=[O:17])[N:14]=2)[N:11]=1.[CH3:25][N:26]1[C:30]([CH3:31])=[CH:29][C:28]([C:32](O)=[O:33])=[N:27]1.Cl.C(N=C=NCCCN(C)C)C.ON1C2C=CC=CC=2N=N1.C(N(CC)CC)C. The catalyst is CN(C)C=O.O. The product is [CH:18]1([C:16]([NH:15][C:13]2[N:14]=[C:9]3[CH:8]=[CH:7][C:6]([O:5][C:4]4[CH:21]=[CH:22][C:23]([F:24])=[C:2]([NH:1][C:32]([C:28]5[CH:29]=[C:30]([CH3:31])[N:26]([CH3:25])[N:27]=5)=[O:33])[CH:3]=4)=[N:11][N:10]3[CH:12]=2)=[O:17])[CH2:20][CH2:19]1. The yield is 0.260. (3) The reactants are [CH3:1][O:2][C:3]1[CH:21]=[CH:20][C:6]([CH2:7][S:8][C:9]2[C:14]([Br:15])=[CH:13][N:12]=[C:11]([NH:16][C:17]([NH2:19])=[S:18])[CH:10]=2)=[CH:5][CH:4]=1.Br[CH2:23][C:24](=O)[CH2:25][CH2:26][C:27]1[CH:32]=[CH:31][CH:30]=[CH:29][CH:28]=1.C(N(CC)CC)C. The catalyst is CCO. The product is [CH3:1][O:2][C:3]1[CH:4]=[CH:5][C:6]([CH2:7][S:8][C:9]2[C:14]([Br:15])=[CH:13][N:12]=[C:11]([NH:16][C:17]3[S:18][CH:23]=[C:24]([CH2:25][CH2:26][C:27]4[CH:32]=[CH:31][CH:30]=[CH:29][CH:28]=4)[N:19]=3)[CH:10]=2)=[CH:20][CH:21]=1. The yield is 0.610. (4) The reactants are [C:1]([O:4][C@H:5]([CH3:30])[CH2:6][CH2:7][CH2:8][CH2:9][N:10]1[C:19](=[O:20])[C:18]2[N:17]([CH2:21][C:22]3[CH:27]=[CH:26][CH:25]=[CH:24][CH:23]=3)[C:16](Br)=[N:15][C:14]=2[N:13]([CH3:29])[C:11]1=[O:12])(=[O:3])[CH3:2].[C-:31]#[N:32].[K+]. The catalyst is CS(C)=O. The product is [C:1]([O:4][C@H:5]([CH3:30])[CH2:6][CH2:7][CH2:8][CH2:9][N:10]1[C:19](=[O:20])[C:18]2[N:17]([CH2:21][C:22]3[CH:27]=[CH:26][CH:25]=[CH:24][CH:23]=3)[C:16]([C:31]#[N:32])=[N:15][C:14]=2[N:13]([CH3:29])[C:11]1=[O:12])(=[O:3])[CH3:2]. The yield is 0.900. (5) The reactants are C([O:5][C:6](=[O:18])[CH2:7][NH:8][C:9](=[O:17])[C:10]1[CH:15]=[CH:14][C:13]([OH:16])=[CH:12][CH:11]=1)(C)(C)C.[CH3:19][C:20]1[CH:25]=[CH:24][C:23]([CH2:26][CH2:27]O)=[CH:22][CH:21]=1. No catalyst specified. The product is [CH3:19][C:20]1[CH:25]=[CH:24][C:23]([CH2:26][CH2:27][O:16][C:13]2[CH:12]=[CH:11][C:10]([C:9]([NH:8][CH2:7][C:6]([OH:5])=[O:18])=[O:17])=[CH:15][CH:14]=2)=[CH:22][CH:21]=1. The yield is 0.900. (6) The reactants are [C:1]([C@H:5]1[CH2:10][CH2:9][C@H:8]([NH:11][C:12]2[N:13]=[CH:14][C:15]3[C:20]([CH:21]=2)=[CH:19][C:18]([C:22]([O:24][CH3:25])=[O:23])=[CH:17][CH:16]=3)[CH2:7][CH2:6]1)([CH3:4])([CH3:3])[CH3:2].C1C(=O)N([Cl:33])C(=O)C1. The catalyst is C(Cl)Cl. The product is [C:1]([C@H:5]1[CH2:10][CH2:9][C@H:8]([NH:11][C:12]2[N:13]=[CH:14][C:15]3[C:20]([C:21]=2[Cl:33])=[CH:19][C:18]([C:22]([O:24][CH3:25])=[O:23])=[CH:17][CH:16]=3)[CH2:7][CH2:6]1)([CH3:4])([CH3:2])[CH3:3]. The yield is 1.00. (7) The reactants are [CH3:1][NH:2][C:3](=O)[C:4]([Cl:7])([Cl:6])[Cl:5].[C:9]1(N)[CH:14]=[CH:13][CH:12]=C[C:10]=1[NH2:15].O. The catalyst is C(O)(=O)C. The product is [Cl:5][C:4]([Cl:7])([Cl:6])[C:3]1[NH:15][C:10]2[CH:9]=[CH:14][CH:13]=[CH:12][C:1]=2[N:2]=1. The yield is 0.850. (8) The reactants are [C:1](Cl)(=O)[C:2]([Cl:4])=[O:3].[C:7](O)(=O)[CH2:8][CH2:9][CH2:10][CH2:11][CH2:12][CH2:13][CH2:14][CH2:15][CH2:16][CH2:17][CH2:18][CH2:19][CH2:20][CH2:21][CH2:22][CH2:23][CH2:24]CC. The catalyst is CN(C=O)C.ClCCl. The product is [C:2]([Cl:4])(=[O:3])[CH2:1][CH2:24][CH2:23][CH2:22][CH2:21][CH2:20][CH2:19][CH2:18][CH2:17][CH2:16][CH2:15][CH2:14][CH2:13][CH2:12][CH2:11][CH2:10][CH2:9][CH2:8][CH3:7]. The yield is 1.00. (9) The product is [NH2:45][C:38]1[C:39]2[N:40]([CH:42]=[CH:43][N:44]=2)[CH2:41][C@:36]([C:34]2[CH:35]=[C:30]([NH:29][C:8]([C:5]3[CH:4]=[CH:3][C:2]([F:1])=[CH:7][N:6]=3)=[O:10])[CH:31]=[CH:32][C:33]=2[F:47])([CH3:46])[N:37]=1. The catalyst is CO.O. The reactants are [F:1][C:2]1[CH:3]=[CH:4][C:5]([C:8]([OH:10])=O)=[N:6][CH:7]=1.[Cl-].COC1N=C(OC)N=C([N+]2(C)CCOCC2)N=1.[NH2:29][C:30]1[CH:31]=[CH:32][C:33]([F:47])=[C:34]([C@:36]2([CH3:46])[CH2:41][N:40]3[CH:42]=[CH:43][N:44]=[C:39]3[C:38]([NH2:45])=[N:37]2)[CH:35]=1.C([O-])([O-])=O.[Na+].[Na+]. The yield is 0.370. (10) The reactants are [N:1]1([C:7]([C:9]2[CH:14]=[CH:13][CH:12]=[CH:11][C:10]=2[C:15]([F:18])([F:17])[F:16])=[S:8])[CH2:6][CH2:5][NH:4][CH2:3][CH2:2]1.[CH:19]1([CH2:22][CH2:23][NH:24][C:25]([C:27]2[N:28]=[N:29][C:30](Cl)=[CH:31][CH:32]=2)=[O:26])[CH2:21][CH2:20]1.C([O-])([O-])=O.[K+].[K+]. The catalyst is [N+](CCCC)(CCCC)(CCCC)CCCC.[I-].O1CCOCC1. The product is [CH:19]1([CH2:22][CH2:23][NH:24][C:25]([C:27]2[N:28]=[N:29][C:30]([N:4]3[CH2:5][CH2:6][N:1]([C:7](=[S:8])[C:9]4[CH:14]=[CH:13][CH:12]=[CH:11][C:10]=4[C:15]([F:18])([F:16])[F:17])[CH2:2][CH2:3]3)=[CH:31][CH:32]=2)=[O:26])[CH2:21][CH2:20]1. The yield is 0.760.